This data is from Forward reaction prediction with 1.9M reactions from USPTO patents (1976-2016). The task is: Predict the product of the given reaction. (1) Given the reactants [NH2:1][C:2]1[CH:7]=[CH:6][C:5]([C@@H:8]2[CH2:10][C@H:9]2[C:11]([OH:13])=[O:12])=[CH:4][CH:3]=1.[C:14]1([C:22]2[CH:27]=[CH:26][CH:25]=[CH:24][CH:23]=2)[CH:19]=[CH:18][C:17]([CH:20]=O)=[CH:16][CH:15]=1.[BH-](OC(C)=O)(OC(C)=O)OC(C)=O.[Na+].O, predict the reaction product. The product is: [C:14]1([C:22]2[CH:23]=[CH:24][CH:25]=[CH:26][CH:27]=2)[CH:15]=[CH:16][C:17]([CH2:20][NH:1][C:2]2[CH:3]=[CH:4][C:5]([C@@H:8]3[CH2:10][C@H:9]3[C:11]([OH:13])=[O:12])=[CH:6][CH:7]=2)=[CH:18][CH:19]=1. (2) The product is: [Br:32][C:25]1[C:6]([N:8]2[CH2:9][CH2:10][N:11]([CH2:14][C:15]3[CH:19]=[C:18]([CH3:20])[O:17][N:16]=3)[CH2:12][CH2:13]2)=[C:27]([N+:28]([O-:30])=[O:29])[C:22]([NH2:21])=[N:23][CH:24]=1. Given the reactants C(O[C:6]([N:8]1[CH2:13][CH2:12][N:11]([CH2:14][C:15]2[CH:19]=[C:18]([CH3:20])[O:17][N:16]=2)[CH2:10][CH2:9]1)=O)(C)(C)C.[NH2:21][C:22]1[C:27]([N+:28]([O-:30])=[O:29])=C(Cl)[C:25]([Br:32])=[CH:24][N:23]=1.C(N(C(C)C)CC)(C)C, predict the reaction product. (3) The product is: [Cl:1][C:2]1[C:6](=[O:7])[O:5][CH2:4][C:3]=1[N:8]1[CH2:12][CH2:11][C:10]2([CH2:13][CH2:14][NH:15][CH2:16][CH2:17]2)[C:9]1=[O:25]. Given the reactants [Cl:1][C:2]1[C:6](=[O:7])[O:5][CH2:4][C:3]=1[N:8]1[CH2:12][CH2:11][C:10]2([CH2:17][CH2:16][N:15](C(OC(C)(C)C)=O)[CH2:14][CH2:13]2)[C:9]1=[O:25].FC(F)(F)C(O)=O, predict the reaction product. (4) Given the reactants [Br:1][C:2]1[CH:18]=[CH:17][C:5]([CH:6]=[C:7]2[C:12](=[O:13])[O:11][C:10]([CH3:15])([CH3:14])[O:9][C:8]2=[O:16])=[CH:4][CH:3]=1.[H-].[Na+].[I-].[CH3:22][S+](C)(C)=O.C(OCC)(=O)C, predict the reaction product. The product is: [Br:1][C:2]1[CH:3]=[CH:4][C:5]([CH:6]2[C:7]3([C:8](=[O:16])[O:9][C:10]([CH3:15])([CH3:14])[O:11][C:12]3=[O:13])[CH2:22]2)=[CH:17][CH:18]=1. (5) Given the reactants [NH2:1][CH:2]([C:11]1[C:16]([O:17][CH3:18])=[CH:15][CH:14]=[CH:13][C:12]=1[O:19][CH3:20])[CH2:3][CH2:4][CH2:5][CH2:6][C:7]([O:9]C)=O.[N:21]1([C:26]2[CH:27]=[C:28]([CH:31]=[CH:32][CH:33]=2)[CH:29]=O)[CH:25]=[CH:24][CH:23]=[N:22]1, predict the reaction product. The product is: [N:21]1([C:26]2[CH:27]=[C:28]([CH:31]=[CH:32][CH:33]=2)[CH2:29][N:1]2[CH:2]([C:11]3[C:16]([O:17][CH3:18])=[CH:15][CH:14]=[CH:13][C:12]=3[O:19][CH3:20])[CH2:3][CH2:4][CH2:5][CH2:6][C:7]2=[O:9])[CH:25]=[CH:24][CH:23]=[N:22]1.